From a dataset of Peptide-MHC class I binding affinity with 185,985 pairs from IEDB/IMGT. Regression. Given a peptide amino acid sequence and an MHC pseudo amino acid sequence, predict their binding affinity value. This is MHC class I binding data. The peptide sequence is GLENGLNYI. The MHC is HLA-A02:03 with pseudo-sequence HLA-A02:03. The binding affinity (normalized) is 0.548.